Task: Predict the reaction yield, written as a fraction of the theoretical maximum amount of product (1.0 means a 100% yield; for example, 0.34 means a 34% yield).. Dataset: Reaction yield outcomes from USPTO patents with 853,638 reactions (1) The reactants are [CH:1]([CH:4]1[N:9]([C:10]2[N:15]=[C:14]([C:16]([F:19])([F:18])[F:17])[C:13]([C:20](=[O:22])[CH3:21])=[CH:12][N:11]=2)[CH2:8][CH2:7][N:6]2[C:23]3[CH:29]=[C:28]([S:30]([CH3:33])(=[O:32])=[O:31])[CH:27]=[CH:26][C:24]=3[N:25]=[C:5]12)([CH3:3])[CH3:2].[CH3:34][Mg+].[Br-]. The catalyst is C1COCC1. The product is [CH:1]([CH:4]1[N:9]([C:10]2[N:15]=[C:14]([C:16]([F:18])([F:19])[F:17])[C:13]([C:20]([OH:22])([CH3:34])[CH3:21])=[CH:12][N:11]=2)[CH2:8][CH2:7][N:6]2[C:23]3[CH:29]=[C:28]([S:30]([CH3:33])(=[O:31])=[O:32])[CH:27]=[CH:26][C:24]=3[N:25]=[C:5]12)([CH3:3])[CH3:2]. The yield is 0.330. (2) The reactants are [N:1]1[CH:6]=[CH:5][CH:4]=[CH:3][C:2]=1[N:7]1[CH2:12][CH2:11][NH:10][CH2:9][CH2:8]1.[CH3:13][C:14]1[CH:19]=[CH:18][CH:17]=[CH:16][C:15]=1[NH:20][C:21](=[O:24])[CH2:22]Cl.C(=O)([O-])[O-].[Na+].[Na+]. The catalyst is CN(C)C=O.O. The product is [CH3:13][C:14]1[CH:19]=[CH:18][CH:17]=[CH:16][C:15]=1[NH:20][C:21](=[O:24])[CH2:22][N:10]1[CH2:9][CH2:8][N:7]([C:2]2[CH:3]=[CH:4][CH:5]=[CH:6][N:1]=2)[CH2:12][CH2:11]1. The yield is 0.630. (3) The reactants are Br[NH-].Br[CH2:4][C@@:5]([OH:22])([CH3:21])[C:6]([NH:8][C:9]1[CH:14]=[CH:13][C:12]([C:15]#[N:16])=[C:11]([C:17]([F:20])([F:19])[F:18])[CH:10]=1)=[O:7].C([O-])([O-])=O.[K+].[K+].[F:29][C:30]1[CH:37]=[C:36]([OH:38])[CH:35]=[CH:34][C:31]=1[C:32]#[N:33]. The catalyst is CC(C)=O.CC(O)C.O. The product is [C:15]([C:12]1[CH:13]=[CH:14][C:9]([NH:8][C:6](=[O:7])[C@:5]([OH:22])([CH3:21])[CH2:4][O:38][C:36]2[CH:35]=[CH:34][C:31]([C:32]#[N:33])=[C:30]([F:29])[CH:37]=2)=[CH:10][C:11]=1[C:17]([F:20])([F:19])[F:18])#[N:16]. The yield is 0.230.